The task is: Predict the reactants needed to synthesize the given product.. This data is from Full USPTO retrosynthesis dataset with 1.9M reactions from patents (1976-2016). Given the product [CH3:11][OH:13].[NH4+:3].[OH-:13].[CH2:8]([Cl:10])[Cl:9].[NH4+:3].[OH-:13], predict the reactants needed to synthesize it. The reactants are: C([N:3](CC)CC)C.[CH2:8]([Cl:10])[Cl:9].[C:11](Cl)(=[O:13])C.